Dataset: Forward reaction prediction with 1.9M reactions from USPTO patents (1976-2016). Task: Predict the product of the given reaction. (1) Given the reactants [C:1]([O:5][C:6]([NH:8][C@@H:9]([C:20]([OH:22])=[O:21])[CH2:10][CH2:11][O:12][Si:13]([C:16]([CH3:19])([CH3:18])[CH3:17])([CH3:15])[CH3:14])=[O:7])([CH3:4])([CH3:3])[CH3:2].[CH:23]1(O)[CH2:27][CH2:26][CH2:25][CH2:24]1.C(Cl)CCl, predict the reaction product. The product is: [C:1]([O:5][C:6]([NH:8][C@@H:9]([C:20]([O:22][CH:23]1[CH2:27][CH2:26][CH2:25][CH2:24]1)=[O:21])[CH2:10][CH2:11][O:12][Si:13]([C:16]([CH3:19])([CH3:18])[CH3:17])([CH3:15])[CH3:14])=[O:7])([CH3:4])([CH3:2])[CH3:3]. (2) Given the reactants [S:1]1[C:9]2[C:4](=[N:5][CH:6]=[CH:7][CH:8]=2)[N:3]=[C:2]1[O:10][C:11]1[CH:19]=[C:18]2[C:14]([CH:15]=[C:16]([CH:20]=O)[NH:17]2)=[CH:13][CH:12]=1.[NH:22]1[CH2:27][CH2:26][CH2:25][CH2:24][CH2:23]1.[BH-](OC(C)=O)(OC(C)=O)OC(C)=O.[Na+], predict the reaction product. The product is: [N:22]1([CH2:20][C:16]2[NH:17][C:18]3[C:14]([CH:15]=2)=[CH:13][CH:12]=[C:11]([O:10][C:2]2[S:1][C:9]4[C:4]([N:3]=2)=[N:5][CH:6]=[CH:7][CH:8]=4)[CH:19]=3)[CH2:27][CH2:26][CH2:25][CH2:24][CH2:23]1.